From a dataset of Forward reaction prediction with 1.9M reactions from USPTO patents (1976-2016). Predict the product of the given reaction. (1) Given the reactants [Cl:1][CH2:2][C:3]1[CH:4]=[C:5]([C:11]2[CH:16]=[CH:15][N:14]=[C:13]([O:17][CH2:18][CH3:19])[CH:12]=2)[C:6]([O:9][CH3:10])=[N:7][CH:8]=1.BrC1C=C(CO)C=NC=1OC[CH:29]([F:31])[F:30].ClC1C=C(B(O)O)C=CN=1, predict the reaction product. The product is: [Cl:1][CH2:2][C:3]1[CH:4]=[C:5]([C:11]2[CH:16]=[CH:15][N:14]=[C:13]([O:17][CH2:18][CH3:19])[CH:12]=2)[C:6]([O:9][CH2:10][CH:29]([F:31])[F:30])=[N:7][CH:8]=1. (2) Given the reactants [CH3:1][N:2]1[C:6]2[CH:7]=[CH:8][C:9]([N+:11]([O-])=O)=[CH:10][C:5]=2[N:4]([CH3:14])[C:3]1=[O:15].[H][H], predict the reaction product. The product is: [NH2:11][C:9]1[CH:8]=[CH:7][C:6]2[N:2]([CH3:1])[C:3](=[O:15])[N:4]([CH3:14])[C:5]=2[CH:10]=1.